From a dataset of Forward reaction prediction with 1.9M reactions from USPTO patents (1976-2016). Predict the product of the given reaction. Given the reactants [CH3:1][N:2]1[C:6](=O)[CH:5]=[C:4]([C:8]([F:11])([F:10])[F:9])[NH:3]1.COC1C=CC(P2(SP(C3C=CC(OC)=CC=3)(=S)S2)=[S:21])=CC=1, predict the reaction product. The product is: [CH3:1][N:2]1[C:6](=[S:21])[CH:5]=[C:4]([C:8]([F:11])([F:10])[F:9])[NH:3]1.